Dataset: Full USPTO retrosynthesis dataset with 1.9M reactions from patents (1976-2016). Task: Predict the reactants needed to synthesize the given product. The reactants are: [OH:1][CH:2]1[CH2:6][CH2:5][N:4]([C:7]([C:9]2[CH:14]=[C:13]([S:15]([CH3:18])(=[O:17])=[O:16])[CH:12]=[CH:11][C:10]=2[O:19][CH:20]([CH3:22])[CH3:21])=[O:8])[CH2:3]1.[CH3:23][CH2:24][C:25]([C:27]1[CH:32]=[C:31]([F:33])[C:30](O)=[C:29]([F:35])[CH:28]=1)=[O:26]. Given the product [F:33][C:31]1[CH:32]=[C:27]([C:25](=[O:26])[CH2:24][CH3:23])[CH:28]=[C:29]([F:35])[C:30]=1[O:1][CH:2]1[CH2:6][CH2:5][N:4]([C:7](=[O:8])[C:9]2[CH:14]=[C:13]([S:15]([CH3:18])(=[O:17])=[O:16])[CH:12]=[CH:11][C:10]=2[O:19][CH:20]([CH3:22])[CH3:21])[CH2:3]1, predict the reactants needed to synthesize it.